From a dataset of Reaction yield outcomes from USPTO patents with 853,638 reactions. Predict the reaction yield, written as a fraction of the theoretical maximum amount of product (1.0 means a 100% yield; for example, 0.34 means a 34% yield). (1) The reactants are [CH3:1][O:2][CH2:3][C:4]1[C:8]([C:9]([O:11][CH3:12])=[O:10])=[CH:7][N:6]([C:13]2[CH:18]=[CH:17][CH:16]=[CH:15][CH:14]=2)[N:5]=1.[CH3:19][O:20]C1C=C(B(O)O)C=CC=1.N1C=CC=CC=1. The product is [CH3:1][O:2][CH2:3][C:4]1[C:8]([C:9]([O:11][CH3:12])=[O:10])=[CH:7][N:6]([C:13]2[CH:18]=[CH:17][CH:16]=[C:15]([O:20][CH3:19])[CH:14]=2)[N:5]=1. The yield is 0.230. The catalyst is CN(C)C(=O)C.C([O-])(=O)C.[Cu+2].C([O-])(=O)C. (2) The reactants are [CH3:1][O-:2].[Na+].Cl[C:5]1[CH:14]=[CH:13][C:12]([N+:15]([O-:17])=[O:16])=[C:11]2[C:6]=1[CH:7]=[CH:8][CH:9]=[N:10]2. The catalyst is CO. The product is [CH3:1][O:2][C:5]1[CH:14]=[CH:13][C:12]([N+:15]([O-:17])=[O:16])=[C:11]2[C:6]=1[CH:7]=[CH:8][CH:9]=[N:10]2. The yield is 0.830. (3) The reactants are [CH3:1][C:2]1[NH:6][N:5]=[C:4]([NH2:7])[CH:3]=1.CCN(C(C)C)C(C)C.Cl[C:18]1[N:23]=[C:22]([S:24]([C:27]2[CH:32]=[CH:31][C:30]([F:33])=[CH:29][CH:28]=2)(=[O:26])=[O:25])[N:21]=[C:20]2[N:34]([CH2:37][CH3:38])[N:35]=[CH:36][C:19]=12.CC(O)=O. The catalyst is CN(C=O)C. The product is [CH2:37]([N:34]1[C:20]2=[N:21][C:22]([S:24]([C:27]3[CH:32]=[CH:31][C:30]([F:33])=[CH:29][CH:28]=3)(=[O:25])=[O:26])=[N:23][C:18]([NH:7][C:4]3[CH:3]=[C:2]([CH3:1])[NH:6][N:5]=3)=[C:19]2[CH:36]=[N:35]1)[CH3:38]. The yield is 0.430. (4) The product is [CH:14]12[CH2:22][CH:18]3[CH2:17][CH:16]([CH2:21][CH:20]([CH2:19]3)[NH:13]1)[CH2:15]2. The yield is 0.880. The catalyst is O.CO.C(#N)C. The reactants are [N+](C1C=CC=CC=1S([N:13]1[CH:20]2[CH2:21][CH:16]3[CH2:17][CH:18]([CH2:22][CH:14]1[CH2:15]3)[CH2:19]2)(=O)=O)([O-])=O.C(=O)([O-])[O-].[K+].[K+].C1(C)C=CC=CC=1.C1(S)C=CC=CC=1. (5) The reactants are Br[C:2]1[CH:7]=[CH:6][C:5]([OH:8])=[CH:4][CH:3]=1.[CH3:9][NH:10][C:11]1[CH:16]=[CH:15][CH:14]=[CH:13][CH:12]=1.[Li+].C[Si]([N-][Si](C)(C)C)(C)C.Cl. The catalyst is C1(C)C=CC=CC=1.C1C=CC(/C=C/C(/C=C/C2C=CC=CC=2)=O)=CC=1.C1C=CC(/C=C/C(/C=C/C2C=CC=CC=2)=O)=CC=1.C1C=CC(/C=C/C(/C=C/C2C=CC=CC=2)=O)=CC=1.[Pd].[Pd]. The product is [CH3:9][N:10]([C:11]1[CH:16]=[CH:15][CH:14]=[CH:13][CH:12]=1)[C:2]1[CH:7]=[CH:6][C:5]([OH:8])=[CH:4][CH:3]=1. The yield is 0.870. (6) The product is [Br:1][C:2]1[CH:3]=[C:4]([CH:7]=[CH:8][C:9]=1[O:19][C:13]1[CH:14]=[CH:15][C:16]([F:18])=[CH:17][C:12]=1[F:11])[CH:5]=[O:6]. The yield is 0.950. The catalyst is CS(C)=O. The reactants are [Br:1][C:2]1[CH:3]=[C:4]([CH:7]=[CH:8][C:9]=1F)[CH:5]=[O:6].[F:11][C:12]1[CH:17]=[C:16]([F:18])[CH:15]=[CH:14][C:13]=1[OH:19].C(=O)([O-])[O-].[Cs+].[Cs+]. (7) The reactants are [CH2:1]([O:3][C:4]([C:6]1[N:7]=[C:8]([C:11]2[CH:16]=[CH:15][C:14]([C:17]([F:20])([F:19])[F:18])=[CH:13][CH:12]=2)[S:9][CH:10]=1)=[O:5])[CH3:2].[CH2:21]([O:28][C:29]1[CH:34]=[CH:33][C:32](I)=[CH:31][CH:30]=1)[C:22]1[CH:27]=[CH:26][CH:25]=[CH:24][CH:23]=1.C1(P(C2C=CC=CC=2)C2C=CC=CC=2)C=CC=CC=1.C(N(CC)CC)C. The catalyst is CN(C)C=O.C(OCC)(=O)C.C([O-])(=O)C.[Pd+2].C([O-])(=O)C.[Cu]I. The product is [CH2:1]([O:3][C:4]([C:6]1[N:7]=[C:8]([C:11]2[CH:16]=[CH:15][C:14]([C:17]([F:19])([F:20])[F:18])=[CH:13][CH:12]=2)[S:9][C:10]=1[C:32]1[CH:33]=[CH:34][C:29]([O:28][CH2:21][C:22]2[CH:27]=[CH:26][CH:25]=[CH:24][CH:23]=2)=[CH:30][CH:31]=1)=[O:5])[CH3:2]. The yield is 0.180. (8) The reactants are [Cl:1][C:2]1[CH:10]=[C:9]2[C:5]([CH2:6][CH2:7][C:8]2([CH3:12])[CH3:11])=[CH:4][CH:3]=1.CC(C)=[O:15].S([O-])([O-])(=O)=O.[Mg+2].[Mn]([O-])(=O)(=O)=O.[K+]. The catalyst is O. The product is [Cl:1][C:2]1[CH:10]=[C:9]2[C:5](=[CH:4][CH:3]=1)[C:6](=[O:15])[CH2:7][C:8]2([CH3:12])[CH3:11]. The yield is 0.670.